This data is from Peptide-MHC class I binding affinity with 185,985 pairs from IEDB/IMGT. The task is: Regression. Given a peptide amino acid sequence and an MHC pseudo amino acid sequence, predict their binding affinity value. This is MHC class I binding data. (1) The peptide sequence is TTIPTNLFR. The MHC is HLA-B15:42 with pseudo-sequence HLA-B15:42. The binding affinity (normalized) is 0.213. (2) The peptide sequence is DAYKFSCGL. The MHC is HLA-A02:03 with pseudo-sequence HLA-A02:03. The binding affinity (normalized) is 0.309. (3) The peptide sequence is TIPTNIPTL. The MHC is HLA-A30:01 with pseudo-sequence HLA-A30:01. The binding affinity (normalized) is 0.0847. (4) The peptide sequence is TVFCFFNYI. The MHC is HLA-B27:03 with pseudo-sequence HLA-B27:03. The binding affinity (normalized) is 0.0847. (5) The peptide sequence is ELTNKKYRCM. The MHC is HLA-A02:06 with pseudo-sequence HLA-A02:06. The binding affinity (normalized) is 0. (6) The peptide sequence is LEEDIQHFL. The MHC is HLA-B46:01 with pseudo-sequence HLA-B46:01. The binding affinity (normalized) is 0.0847. (7) The peptide sequence is YTDLTYQSF. The MHC is HLA-A03:01 with pseudo-sequence HLA-A03:01. The binding affinity (normalized) is 0.0847. (8) The peptide sequence is YVLFVKKML. The MHC is HLA-A68:02 with pseudo-sequence HLA-A68:02. The binding affinity (normalized) is 0.137. (9) The peptide sequence is SCINGQCPY. The MHC is HLA-A02:01 with pseudo-sequence HLA-A02:01. The binding affinity (normalized) is 0.0847.